Predict the reaction yield, written as a fraction of the theoretical maximum amount of product (1.0 means a 100% yield; for example, 0.34 means a 34% yield). From a dataset of Reaction yield outcomes from USPTO patents with 853,638 reactions. The reactants are [NH2:1][C:2]1[CH:10]=[C:9]([F:11])[C:8]([I:12])=[CH:7][C:3]=1[C:4]([OH:6])=[O:5].Cl[C:14]([O:17]C(Cl)=O)(Cl)Cl. The catalyst is O1CCOCC1. The product is [F:11][C:9]1[CH:10]=[C:2]2[NH:1][C:14](=[O:17])[O:6][C:4](=[O:5])[C:3]2=[CH:7][C:8]=1[I:12]. The yield is 0.900.